From a dataset of Experimentally validated miRNA-target interactions with 360,000+ pairs, plus equal number of negative samples. Binary Classification. Given a miRNA mature sequence and a target amino acid sequence, predict their likelihood of interaction. (1) Result: 0 (no interaction). The protein sequence of the target gene is MEIPGSLCKKVKLSNNAQNWGMQRATNVTYQAHHVSRNKRGQVVGTRGGFRGCTVWLTGLSGAGKTTVSMALEEYLVCHGIPCYTLDGDNIRQGLNKNLGFSPEDREENVRRIAEVAKLFADAGLVCITSFISPYTQDRNNARQIHEGASLPFFEVFVDAPLHVCEQRDVKGLYKKARAGEIKGFTGIDSEYEKPEAPELVLKTDSCDVNDCVQQVVELLQERDIVPVDASYEVKELYVPENKLHLAKTDAETLPALKINKVDMQWVQVLAEGWATPLNGFMREREYLQCLHFDCLLDGG.... The miRNA is mmu-miR-375-3p with sequence UUUGUUCGUUCGGCUCGCGUGA. (2) The miRNA is hsa-miR-4306 with sequence UGGAGAGAAAGGCAGUA. The protein sequence of the target gene is MAAPMLRWGCRGRRWAFARVDGGSCHRRGAPTGSTSNQIRGESSVAQQPLHTAQKTRKGEHKWAAVVGLEIHAQISSNSKLFSGSQVRFSAPPNSLVSFFDASLPGTLPVLNRRCVEAAVMTGLALNCHINKKSLFDRKHYFYADLPAGYQITQQRLPIAVNGSLIYGVCAGKKQSQVIPKTVRIKQIQLEQDSGKSLHDNLRSQTLIDLNRAGVGLLEVVLEPDMSCGEEAATAVRELQLILQALGTSQANMAEGQLRVDANISVHHPGEPLGVRTEVKNLNSIRFLAKAIDYEIQRQI.... Result: 0 (no interaction). (3) The miRNA is mmu-miR-3100-5p with sequence UUGGGAACGGGGUGUCUUUGGGA. The protein sequence of the target gene is MEGSKASSSTMQVSFVCQRCSQPLKLDTSFKILDRVTIQELTAPLLTTAQAKPGESQEEEANSGEEPFIETRQDGVSRRFIPPARMMSTESANSFTLIGEASDGGTMENLSRRLKVTGDLFDIMSGQTDVDHPLCEECTDTLLDQLDTQLNVTENECQNYKRCLEMLEQMNEGDSEQLQRELKELALEEERLIQELEDVEKNRKVVAENLEKVQAEAERLDQEEAQYQREYSEFKRQQLELDDELKSVENQMRYAQMQLDKLKKTNVFNATFHIWHSGQFGTINNFRLGRLPSAPVEWNE.... Result: 0 (no interaction). (4) The miRNA is hsa-miR-6840-3p with sequence GCCCAGGACUUUGUGCGGGGUG. The protein sequence of the target gene is MAKHLKFIARTVMVQEGNVESAYRTLNRILTMDGLIEDIKHRRYYEKPCCRRQRESYERCRRIYNMEMARKINFLMRKNRADPWQGC. Result: 1 (interaction). (5) The miRNA is mmu-miR-410-5p with sequence AGGUUGUCUGUGAUGAGUUCG. The protein sequence of the target gene is MAAAEPSVAALAGGGVGAGAPSGGVPVLFCFSVFARPASVPHGAGYDVLIQKFLSLYGDQLDMHRKFVVQLFAEEWGQYVDLPKGFAVSERCKLRLVPLQIQLTTLGNLTPPSTVFFCCDMQERFRPAIKYFGDIISVGQRLLQGARILGIPVIITEQYPKGLGSTVQEIDLTGVKLVLPKTKFSMVLPEVEAALAEIPGVRSVVLFGVETHVCIQQTALELVGRGIEVHIVADATSSRSMMDRMFALERLARTGIIVTTSEAVLLQLVADKDHPKFKEIQNLIKASAPESGLLSKV. Result: 0 (no interaction).